This data is from Reaction yield outcomes from USPTO patents with 853,638 reactions. The task is: Predict the reaction yield, written as a fraction of the theoretical maximum amount of product (1.0 means a 100% yield; for example, 0.34 means a 34% yield). (1) The yield is 0.800. The reactants are [H-].C([Al+]CC(C)C)C(C)C.C[O:12][C:13](=O)[CH2:14][CH2:15][CH2:16][CH2:17][CH2:18][NH:19][C:20]([O:22][CH2:23][C:24]1[CH:29]=[CH:28][CH:27]=[CH:26][CH:25]=1)=[O:21].CO.Cl. The catalyst is C1COCC1. The product is [CH2:23]([O:22][C:20](=[O:21])[NH:19][CH2:18][CH2:17][CH2:16][CH2:15][CH2:14][CH2:13][OH:12])[C:24]1[CH:29]=[CH:28][CH:27]=[CH:26][CH:25]=1. (2) The reactants are Cl.Cl.[NH2:3][C:4]1[NH:9][C:8](=[O:10])[C:7]([C:11]([NH:13][CH2:14][CH:15]2[CH2:20][CH2:19][NH:18][CH2:17][CH2:16]2)=[O:12])=[CH:6][C:5]=1[Cl:21].I[CH2:23][CH3:24].C(=O)([O-])[O-].[K+].[K+]. The catalyst is CN(C)C=O. The product is [NH2:3][C:4]1[NH:9][C:8](=[O:10])[C:7]([C:11]([NH:13][CH2:14][CH:15]2[CH2:20][CH2:19][N:18]([CH2:23][CH3:24])[CH2:17][CH2:16]2)=[O:12])=[CH:6][C:5]=1[Cl:21]. The yield is 0.490. (3) The reactants are [CH2:1]([N:8]1[C:16]2[C:11](=[CH:12][CH:13]=[CH:14][C:15]=2[C:17]2[CH:22]=[CH:21][C:20]([F:23])=[C:19]([Cl:24])[CH:18]=2)[C:10]([C:25](=[O:31])[C:26]([O:28]CC)=[O:27])=[CH:9]1)[C:2]1[CH:7]=[CH:6][CH:5]=[CH:4][CH:3]=1.[OH-].[K+].CCCCCC. The catalyst is C1COCC1.O. The product is [CH2:1]([N:8]1[C:16]2[C:11](=[CH:12][CH:13]=[CH:14][C:15]=2[C:17]2[CH:22]=[CH:21][C:20]([F:23])=[C:19]([Cl:24])[CH:18]=2)[C:10]([C:25](=[O:31])[C:26]([OH:28])=[O:27])=[CH:9]1)[C:2]1[CH:7]=[CH:6][CH:5]=[CH:4][CH:3]=1. The yield is 0.640. (4) The product is [CH:1]1([C:4]([N:6]2[CH2:11][CH2:10][N:9]([C:12]([C:14]3[CH:19]=[CH:18][C:17]([CH:20]4[NH:21][C:22]5[C:27]6[C:28](=[N:42][NH:43][C:37](=[O:39])[C:26]=6[CH:25]=[CH:24][CH:23]=5)[CH:29]4[C:30]4[CH:35]=[CH:34][CH:33]=[CH:32][CH:31]=4)=[CH:16][CH:15]=3)=[O:13])[CH2:8][CH2:7]2)=[O:5])[CH2:3][CH2:2]1. No catalyst specified. The reactants are [CH:1]1([C:4]([N:6]2[CH2:11][CH2:10][N:9]([C:12]([C:14]3[CH:19]=[CH:18][C:17]([CH:20]4[CH:29]([C:30]5[CH:35]=[CH:34][CH:33]=[CH:32][CH:31]=5)[C:28](=O)[C:27]5[C:26]([C:37]([O:39]C)=O)=[CH:25][CH:24]=[CH:23][C:22]=5[NH:21]4)=[CH:16][CH:15]=3)=[O:13])[CH2:8][CH2:7]2)=[O:5])[CH2:3][CH2:2]1.O.[NH2:42][NH2:43]. The yield is 0.190. (5) The reactants are Br[CH2:2][CH2:3][CH2:4][CH2:5][N:6]1[C:10](=[O:11])[C:9]2=[CH:12][CH:13]=[CH:14][CH:15]=[C:8]2[C:7]1=[O:16].[C:17]([NH:24][OH:25])([O:19][C:20]([CH3:23])([CH3:22])[CH3:21])=[O:18].C1CCN2C(=NCCC2)CC1.Cl. The catalyst is O.CC#N. The product is [C:20]([O:19][C:17]([NH:24][O:25][CH2:2][CH2:3][CH2:4][CH2:5][N:6]1[C:10](=[O:11])[C:9]2=[CH:12][CH:13]=[CH:14][CH:15]=[C:8]2[C:7]1=[O:16])=[O:18])([CH3:23])([CH3:22])[CH3:21]. The yield is 0.800. (6) The reactants are Cl.[CH3:2][O:3][C:4]([CH:6]1[CH2:9][NH:8][CH2:7]1)=[O:5].Cl[C:11]1[N:16]=[CH:15][CH:14]=[CH:13][N:12]=1. The catalyst is CO. The product is [CH3:2][O:3][C:4]([CH:6]1[CH2:9][N:8]([C:11]2[N:16]=[CH:15][CH:14]=[CH:13][N:12]=2)[CH2:7]1)=[O:5]. The yield is 0.720. (7) The reactants are C(N(C(C)C)CC)(C)C.[Cl:10][C:11]1[CH:12]=[C:13]([CH:17]=[CH:18][C:19]=1[N+:20]([O-:22])=[O:21])[C:14]([OH:16])=O.[NH2:23][C:24]1[CH:29]=[CH:28][CH:27]=[CH:26][CH:25]=1.CN(C(ON1N=NC2C=CC=CC1=2)=[N+](C)C)C.F[P-](F)(F)(F)(F)F. The catalyst is C(#N)C. The product is [Cl:10][C:11]1[CH:12]=[C:13]([CH:17]=[CH:18][C:19]=1[N+:20]([O-:22])=[O:21])[C:14]([NH:23][C:24]1[CH:29]=[CH:28][CH:27]=[CH:26][CH:25]=1)=[O:16]. The yield is 0.490.